The task is: Regression/Classification. Given a drug SMILES string, predict its absorption, distribution, metabolism, or excretion properties. Task type varies by dataset: regression for continuous measurements (e.g., permeability, clearance, half-life) or binary classification for categorical outcomes (e.g., BBB penetration, CYP inhibition). Dataset: rlm.. This data is from Rat liver microsome stability data. (1) The molecule is OC[C@H]1CCCN1CCOc1ccc(C#Cc2ccc(-c3ccc(Cl)cc3)cn2)cc1. The result is 0 (unstable in rat liver microsomes). (2) The molecule is COc1ccc(-n2nc(C3CCN(C(=O)c4ccccc4)CC3)nc2O)cc1. The result is 0 (unstable in rat liver microsomes). (3) The drug is CNC(=O)c1cc(Oc2ccc(NC(=O)Nc3ccc(Cl)c(C(F)(F)F)c3)c(F)c2)ccn1. The result is 0 (unstable in rat liver microsomes). (4) The molecule is N#Cc1ccc(N2N=C3c4ccc(C(=O)O)cc4CC[C@@H]3[C@@H]2C2CCCC2)cc1Cl. The result is 0 (unstable in rat liver microsomes).